From a dataset of NCI-60 drug combinations with 297,098 pairs across 59 cell lines. Regression. Given two drug SMILES strings and cell line genomic features, predict the synergy score measuring deviation from expected non-interaction effect. Drug 1: COC1=C(C=C2C(=C1)N=CN=C2NC3=CC(=C(C=C3)F)Cl)OCCCN4CCOCC4. Drug 2: C1CN1P(=S)(N2CC2)N3CC3. Cell line: U251. Synergy scores: CSS=24.9, Synergy_ZIP=-10.3, Synergy_Bliss=-0.371, Synergy_Loewe=1.72, Synergy_HSA=2.85.